From a dataset of Full USPTO retrosynthesis dataset with 1.9M reactions from patents (1976-2016). Predict the reactants needed to synthesize the given product. (1) Given the product [OH:33][CH2:32][CH:31]([NH:30][C:24](=[O:26])[C:23]1[CH:27]=[CH:28][C:20]([O:19][CH2:18][CH2:17][CH2:16][CH:13]2[CH2:12][CH2:11][N:10]([C:7]3[N:8]=[CH:9][C:4]([CH:1]([CH3:2])[CH3:3])=[CH:5][N:6]=3)[CH2:15][CH2:14]2)=[N:21][C:22]=1[CH3:29])[CH2:34][OH:35], predict the reactants needed to synthesize it. The reactants are: [CH:1]([C:4]1[CH:5]=[N:6][C:7]([N:10]2[CH2:15][CH2:14][CH:13]([CH2:16][CH2:17][CH2:18][O:19][C:20]3[CH:28]=[CH:27][C:23]([C:24]([OH:26])=O)=[C:22]([CH3:29])[N:21]=3)[CH2:12][CH2:11]2)=[N:8][CH:9]=1)([CH3:3])[CH3:2].[NH2:30][CH:31]([CH2:34][OH:35])[CH2:32][OH:33]. (2) Given the product [CH3:28][N:23]1[C:22]2[CH:29]=[C:30]3[C:10]4([C:11]5[C:16](=[CH:15][CH:14]=[CH:13][CH:12]=5)[NH:8][C:9]4=[O:31])[CH2:17][O:18][C:19]3=[CH:20][C:21]=2[O:26][CH2:25][C:24]1=[O:27], predict the reactants needed to synthesize it. The reactants are: C1(C(C2C=CC=CC=2)[N:8]2[C:16]3[C:11](=[CH:12][CH:13]=[CH:14][CH:15]=3)[C:10]3([C:30]4[C:19](=[CH:20][C:21]5[O:26][CH2:25][C:24](=[O:27])[N:23]([CH3:28])[C:22]=5[CH:29]=4)[O:18][CH2:17]3)[C:9]2=[O:31])C=CC=CC=1.C1(C(C2C=CC=CC=2)N2C3C(=CC=CC=3)C3(C4C=C(C)C(OC)=CC=4OC3)C2=O)C=CC=CC=1. (3) Given the product [CH3:1][O:2][C:3]([C:4]1[C:5]([CH3:6])=[N:21][O:18][C:8]=1[C:9]1[CH:14]=[CH:13][C:12]([Br:15])=[CH:11][C:10]=1[O:16][CH3:17])=[O:19], predict the reactants needed to synthesize it. The reactants are: [CH3:1][O:2][C:3](=[O:19])[CH:4]([C:8](=[O:18])[C:9]1[CH:14]=[CH:13][C:12]([Br:15])=[CH:11][C:10]=1[O:16][CH3:17])[C:5](=O)[CH3:6].Cl.[NH2:21]O. (4) Given the product [ClH:32].[ClH:1].[CH2:3]([N:10]1[CH2:15][CH2:14][N:13]([CH2:23][C:24]([C:26]2[CH:31]=[CH:30][C:29]([Cl:32])=[CH:28][CH:27]=2)=[O:25])[CH2:12][CH2:11]1)[C:4]1[CH:5]=[CH:6][CH:7]=[CH:8][CH:9]=1, predict the reactants needed to synthesize it. The reactants are: [ClH:1].Cl.[CH2:3]([N:10]1[CH2:15][CH2:14][NH:13][CH2:12][CH2:11]1)[C:4]1[CH:9]=[CH:8][CH:7]=[CH:6][CH:5]=1.C([O-])([O-])=O.[K+].[K+].Br[CH2:23][C:24]([C:26]1[CH:31]=[CH:30][C:29]([Cl:32])=[CH:28][CH:27]=1)=[O:25]. (5) Given the product [C@@H:13]12[CH2:19][C@@H:16]([CH2:17][CH2:18]1)[CH2:15][C@H:14]2[C:20]([NH:1][C:2]1[S:3][C:4]([CH2:9][CH2:10][CH2:11][Cl:12])=[CH:5][C:6]=1[C:7]#[N:8])=[O:21], predict the reactants needed to synthesize it. The reactants are: [NH2:1][C:2]1[S:3][C:4]([CH2:9][CH2:10][CH2:11][Cl:12])=[CH:5][C:6]=1[C:7]#[N:8].[C@@H:13]12[CH2:19][C@@H:16]([CH2:17][CH2:18]1)[CH2:15][C@H:14]2[C:20](Cl)=[O:21].